Dataset: Forward reaction prediction with 1.9M reactions from USPTO patents (1976-2016). Task: Predict the product of the given reaction. (1) The product is: [O:14]=[C:12]1[C:7]2[CH:6]=[C:5]([C:3]([O:2][CH3:1])=[O:4])[NH:9][C:8]=2[CH2:10][CH2:11]1. Given the reactants [CH3:1][O:2][C:3]([C:5]1[NH:9][C:8]([CH2:10][CH2:11][C:12]([OH:14])=O)=[CH:7][CH:6]=1)=[O:4].O.C(=O)(O)[O-].[Na+], predict the reaction product. (2) Given the reactants [C:1]([C:5]1[CH2:6][N:7]([NH:12]C(=O)C)[C:8](=[O:11])[NH:9][N:10]=1)([CH3:4])([CH3:3])[CH3:2].Cl.[OH-].[Na+], predict the reaction product. The product is: [NH2:12][N:7]1[CH2:6][C:5]([C:1]([CH3:3])([CH3:2])[CH3:4])=[N:10][NH:9][C:8]1=[O:11]. (3) Given the reactants [F:8][C:7]([F:10])([F:9])[C:6](O[C:6](=[O:11])[C:7]([F:10])([F:9])[F:8])=[O:11].[CH3:14][NH:15][CH2:16][C:17]1[CH:22]=[CH:21][C:20]([N+:23]([O-:25])=[O:24])=[CH:19][CH:18]=1.N1C=CC=CC=1.Cl, predict the reaction product. The product is: [F:10][C:7]([F:8])([F:9])[C:6]([N:15]([CH2:16][C:17]1[CH:18]=[CH:19][C:20]([N+:23]([O-:25])=[O:24])=[CH:21][CH:22]=1)[CH3:14])=[O:11]. (4) Given the reactants C(OC([N:8]1[CH2:11][CH:10]([O:12][C:13]2[CH:18]=[C:17]([Cl:19])[CH:16]=[CH:15][C:14]=2[O:20][CH2:21][CH2:22][C:23]2[CH:28]=[CH:27][CH:26]=[C:25]([Cl:29])[CH:24]=2)[CH2:9]1)=O)(C)(C)C.C(OC(N1CC(OC2C=C(Cl)C=CC=2O)C1)=O)(C)(C)C.[H-].[Na+], predict the reaction product. The product is: [Cl:19][C:17]1[CH:16]=[CH:15][C:14]([O:20][CH2:21][CH2:22][C:23]2[CH:28]=[CH:27][CH:26]=[C:25]([Cl:29])[CH:24]=2)=[C:13]([CH:18]=1)[O:12][CH:10]1[CH2:9][NH:8][CH2:11]1. (5) Given the reactants [CH2:1]=[CH:2][CH:3]=[CH2:4].[H-].[CH2:6]([Al+]CC(C)C)C(C)C.[C:15]1([Si]([C:15]2[CH:20]=CC=[CH:17][CH:16]=2)([C:15]2[CH:20]=CC=[CH:17][CH:16]=2)O)[CH:20]=CC=[CH:17][CH:16]=1.[Nd].C(Br)C=C, predict the reaction product. The product is: [CH2:1]=[CH:2][C:3](=[CH2:6])[CH3:4].[CH2:20]=[CH:15][CH:16]=[CH2:17]. (6) Given the reactants [CH3:1][C:2]([C:6]1[CH:7]=[C:8]2[C:13](=[CH:14][CH:15]=1)[C:12](=[O:16])[NH:11][N:10]=[CH:9]2)([CH3:5])[C:3]#[N:4].[Br:17][C:18]1[CH:25]=[CH:24][CH:23]=[C:22](Br)[C:19]=1[CH:20]=[O:21].C([O-])(O)=O.[Na+].CS(C)=O, predict the reaction product. The product is: [Br:17][C:18]1[C:19]([CH:20]=[O:21])=[C:22]([N:11]2[N:10]=[CH:9][C:8]3[C:13](=[CH:14][CH:15]=[C:6]([C:2]([CH3:1])([CH3:5])[C:3]#[N:4])[CH:7]=3)[C:12]2=[O:16])[CH:23]=[CH:24][CH:25]=1. (7) The product is: [N:1]([CH2:4][CH2:5][O:6][CH2:7][CH2:8][O:9][CH2:10][CH2:11][O:12][CH2:13][CH2:14][N:15]1[C:27](=[O:29])[C:48]([Br:51])=[C:47]([Br:52])[C:17](=[O:19])[N:16]1[CH2:24][C:25]#[CH:26])=[N+:2]=[N-:3]. Given the reactants [N:1]([CH2:4][CH2:5][O:6][CH2:7][CH2:8][O:9][CH2:10][CH2:11][O:12][CH2:13][CH2:14][N:15]([C:27]([O:29]C(C)(C)C)=O)[N:16]([CH2:24][C:25]#[CH:26])[C:17]([O:19]C(C)(C)C)=O)=[N+:2]=[N-:3].C(O)(C(F)(F)F)=O.COC(N1C(=O)[C:48]([Br:51])=[C:47]([Br:52])C1=O)=O.CCN(CC)CC, predict the reaction product. (8) Given the reactants [CH:1]1([C:4]2[CH:5]=[CH:6][C:7]([C:15]([OH:17])=O)=[N:8][C:9]=2[O:10][CH2:11][CH:12]2[CH2:14][CH2:13]2)[CH2:3][CH2:2]1.[NH2:18][C:19]1([CH2:25][C:26]([NH2:28])=[O:27])[CH2:22][S:21](=[O:24])(=[O:23])[CH2:20]1.CN(C(ON1N=NC2C=CC=CC1=2)=[N+](C)C)C.[B-](F)(F)(F)F.CCN(C(C)C)C(C)C, predict the reaction product. The product is: [NH2:28][C:26](=[O:27])[CH2:25][C:19]1([NH:18][C:15]([C:7]2[CH:6]=[CH:5][C:4]([CH:1]3[CH2:2][CH2:3]3)=[C:9]([O:10][CH2:11][CH:12]3[CH2:13][CH2:14]3)[N:8]=2)=[O:17])[CH2:20][S:21](=[O:23])(=[O:24])[CH2:22]1.